This data is from Forward reaction prediction with 1.9M reactions from USPTO patents (1976-2016). The task is: Predict the product of the given reaction. (1) Given the reactants [Cl:1][C:2]1[CH:3]=[C:4]([CH:8]=[CH:9][C:10]=1[C:11]([N:13]1[CH2:17][CH:16]=[CH:15][CH2:14]1)=[O:12])[C:5]([OH:7])=O.CN(C(ON1N=NC2C=CC=CC1=2)=[N+](C)C)C.[B-](F)(F)(F)F.C(N(C(C)C)CC)(C)C.[Cl:49][C:50]1[CH:63]=[CH:62][C:53]2[NH:54][C:55]([C@@H:57]([NH2:61])[CH2:58][CH2:59][CH3:60])=[N:56][C:52]=2[CH:51]=1.ClCl, predict the reaction product. The product is: [Cl:1][C:2]1[CH:3]=[C:4]([CH:8]=[CH:9][C:10]=1[C:11]([N:13]1[CH2:17][CH:16]=[CH:15][CH2:14]1)=[O:12])[C:5]([NH:61][C@H:57]([C:55]1[NH:54][C:53]2[CH:62]=[CH:63][C:50]([Cl:49])=[CH:51][C:52]=2[N:56]=1)[CH2:58][CH2:59][CH3:60])=[O:7]. (2) The product is: [O:30]=[S:27]1(=[O:31])[CH2:28][CH2:29][N:24]([C:19]([C:18]2[CH:17]=[N:16][C:15]([O:14][CH2:13][C:3]3[C:4]([C:7]4[CH:8]=[CH:9][N:10]=[CH:11][CH:12]=4)=[N:5][O:6][C:2]=3[CH3:1])=[CH:23][CH:22]=2)=[O:21])[CH2:25][CH2:26]1. Given the reactants [CH3:1][C:2]1[O:6][N:5]=[C:4]([C:7]2[CH:12]=[CH:11][N:10]=[CH:9][CH:8]=2)[C:3]=1[CH2:13][O:14][C:15]1[CH:23]=[CH:22][C:18]([C:19]([OH:21])=O)=[CH:17][N:16]=1.[NH:24]1[CH2:29][CH2:28][S:27](=[O:31])(=[O:30])[CH2:26][CH2:25]1, predict the reaction product. (3) The product is: [CH3:23][C:22]1[CH:18]=[C:19]([OH:21])[C:12]2[C:11](=[C:10]([C:3]3[C:4]([CH3:9])=[CH:5][C:6]([CH3:8])=[CH:7][C:2]=3[CH3:1])[CH:15]=[CH:14][CH:13]=2)[N:16]=1. Given the reactants [CH3:1][C:2]1[CH:7]=[C:6]([CH3:8])[CH:5]=[C:4]([CH3:9])[C:3]=1[C:10]1[CH:15]=[CH:14][CH:13]=[CH:12][C:11]=1[NH2:16].C[CH:18]([C:22](=O)[CH3:23])[C:19](=[O:21])C, predict the reaction product.